This data is from Peptide-MHC class II binding affinity with 134,281 pairs from IEDB. The task is: Regression. Given a peptide amino acid sequence and an MHC pseudo amino acid sequence, predict their binding affinity value. This is MHC class II binding data. The peptide sequence is SQDLELRWNLNGLQAY. The MHC is DRB1_0802 with pseudo-sequence DRB1_0802. The binding affinity (normalized) is 0.500.